From a dataset of Human liver microsome stability data. Regression/Classification. Given a drug SMILES string, predict its absorption, distribution, metabolism, or excretion properties. Task type varies by dataset: regression for continuous measurements (e.g., permeability, clearance, half-life) or binary classification for categorical outcomes (e.g., BBB penetration, CYP inhibition). Dataset: hlm. (1) The compound is Cc1cc2ccccc2c(C(C)(C)NC(=O)[C@H]2[C@@H]3CNC[C@@H]32)n1. The result is 0 (unstable in human liver microsomes). (2) The molecule is CNS(=O)(=O)c1ccc(C(=O)Nc2ccc(C)c(Nc3nccc(-c4cccnc4)n3)c2)cc1. The result is 1 (stable in human liver microsomes). (3) The molecule is CC(C)OC(=O)C1=CN(C(=O)c2cccc(CN3CCCCC3)c2)CC(C)(C)c2c1[nH]c1ccccc21. The result is 1 (stable in human liver microsomes). (4) The molecule is Cc1c2c(n3c1CCCN1CCC[C@@H]1CNc1cc-3ccc1C(N)=O)CC(C)(C)CC2=O. The result is 1 (stable in human liver microsomes). (5) The result is 0 (unstable in human liver microsomes). The compound is CC(C)CCn1nc(-c2cccs2)c(O)c(C2=NS(=O)(=O)c3cc(NS(=O)(=O)C4CC4)ccc3N2)c1=O. (6) The compound is Cc1ccccc1NC(=O)NC(=O)CSc1nc2ccccc2nc1C. The result is 0 (unstable in human liver microsomes). (7) The compound is CC(C)CCn1nc(-c2cccs2)c(O)c(C2=NS(=O)(=O)c3cc(NC(=O)C4CC4)ccc3N2)c1=O. The result is 1 (stable in human liver microsomes).